This data is from Catalyst prediction with 721,799 reactions and 888 catalyst types from USPTO. The task is: Predict which catalyst facilitates the given reaction. (1) Reactant: [C:1]([O:5][C:6]([N:8]1[CH2:13][C@@H:12]([C:14](=[O:37])[NH:15][CH2:16][C:17]2([CH2:31][CH2:32][CH2:33][CH2:34][O:35][CH3:36])[C:30]3[CH:29]=[CH:28][CH:27]=[CH:26][C:25]=3[O:24][C:23]3[C:18]2=[CH:19][CH:20]=[CH:21][CH:22]=3)[CH2:11][C@@H:10]([C:38]([OH:40])=O)[CH2:9]1)=[O:7])([CH3:4])([CH3:3])[CH3:2].[CH3:41][NH:42][CH2:43][C:44]1[CH:49]=[CH:48][CH:47]=[CH:46][N:45]=1. Product: [C:1]([O:5][C:6]([N:8]1[CH2:9][C@H:10]([C:38](=[O:40])[N:42]([CH3:41])[CH2:43][C:44]2[CH:49]=[CH:48][CH:47]=[CH:46][N:45]=2)[CH2:11][C@H:12]([C:14](=[O:37])[NH:15][CH2:16][C:17]2([CH2:31][CH2:32][CH2:33][CH2:34][O:35][CH3:36])[C:30]3[CH:29]=[CH:28][CH:27]=[CH:26][C:25]=3[O:24][C:23]3[C:18]2=[CH:19][CH:20]=[CH:21][CH:22]=3)[CH2:13]1)=[O:7])([CH3:4])([CH3:2])[CH3:3]. The catalyst class is: 66. (2) Reactant: [OH:1][CH:2]([CH3:10])/[CH:3]=[CH:4]/[C:5]([O:7][CH2:8][CH3:9])=[O:6].[CH:11]1([N:17]=[C:18]=[O:19])[CH2:16][CH2:15][CH2:14][CH2:13][CH2:12]1. Product: [CH:11]1([NH:17][C:18]([O:1][CH:2]([CH3:10])/[CH:3]=[CH:4]/[C:5]([O:7][CH2:8][CH3:9])=[O:6])=[O:19])[CH2:16][CH2:15][CH2:14][CH2:13][CH2:12]1. The catalyst class is: 11. (3) Reactant: [CH3:1][C:2]1[CH:7]=[CH:6][C:5]([S:8]([O:11][CH2:12][CH:13]([OH:31])[CH2:14][C:15]2[CH:20]=[CH:19][C:18]([O:21][CH3:22])=[CH:17][C:16]=2[O:23]CC2C=CC=CC=2)(=[O:10])=[O:9])=[CH:4][CH:3]=1. The catalyst class is: 29. Product: [CH3:1][C:2]1[CH:3]=[CH:4][C:5]([S:8]([O:11][CH2:12][CH:13]([OH:31])[CH2:14][C:15]2[CH:20]=[CH:19][C:18]([O:21][CH3:22])=[CH:17][C:16]=2[OH:23])(=[O:10])=[O:9])=[CH:6][CH:7]=1.